From a dataset of Peptide-MHC class I binding affinity with 185,985 pairs from IEDB/IMGT. Regression. Given a peptide amino acid sequence and an MHC pseudo amino acid sequence, predict their binding affinity value. This is MHC class I binding data. (1) The peptide sequence is HEGINPNMS. The MHC is H-2-Kb with pseudo-sequence H-2-Kb. The binding affinity (normalized) is 0. (2) The peptide sequence is TSSAYVFSVK. The MHC is HLA-A11:01 with pseudo-sequence HLA-A11:01. The binding affinity (normalized) is 0.486. (3) The peptide sequence is KAYANMWSL. The MHC is HLA-E01:01 with pseudo-sequence HLA-E01:03. The binding affinity (normalized) is 0.0847. (4) The peptide sequence is LINLVQYRIL. The MHC is HLA-A68:02 with pseudo-sequence HLA-A68:02. The binding affinity (normalized) is 0.0474.